Dataset: Reaction yield outcomes from USPTO patents with 853,638 reactions. Task: Predict the reaction yield, written as a fraction of the theoretical maximum amount of product (1.0 means a 100% yield; for example, 0.34 means a 34% yield). The reactants are Cl[C:2]1[CH:7]=[CH:6][N:5]=[C:4]([NH2:8])[CH:3]=1.[CH:9]1([NH2:12])[CH2:11][CH2:10]1. No catalyst specified. The product is [CH:9]1([NH:12][C:2]2[CH:7]=[CH:6][N:5]=[C:4]([NH2:8])[CH:3]=2)[CH2:11][CH2:10]1. The yield is 0.290.